From a dataset of CYP1A2 inhibition data for predicting drug metabolism from PubChem BioAssay. Regression/Classification. Given a drug SMILES string, predict its absorption, distribution, metabolism, or excretion properties. Task type varies by dataset: regression for continuous measurements (e.g., permeability, clearance, half-life) or binary classification for categorical outcomes (e.g., BBB penetration, CYP inhibition). Dataset: cyp1a2_veith. The compound is O=C(NC1CCCCC1)c1ccc(COCC(F)(F)F)o1. The result is 1 (inhibitor).